Dataset: Full USPTO retrosynthesis dataset with 1.9M reactions from patents (1976-2016). Task: Predict the reactants needed to synthesize the given product. (1) Given the product [C:1]([O:5][CH:6]([C:11]1[N:16]([CH3:17])[C:15](=[O:18])[C:14]2[N:19]([CH2:33][C:32]3[CH:35]=[CH:36][C:37]([F:38])=[C:30]([F:29])[CH:31]=3)[CH:20]=[CH:21][C:13]=2[C:12]=1[C:22]1[CH:23]=[CH:24][C:25]([CH3:28])=[CH:26][CH:27]=1)[C:7]([OH:9])=[O:8])([CH3:3])([CH3:2])[CH3:4], predict the reactants needed to synthesize it. The reactants are: [C:1]([O:5][CH:6]([C:11]1[N:16]([CH3:17])[C:15](=[O:18])[C:14]2[NH:19][CH:20]=[CH:21][C:13]=2[C:12]=1[C:22]1[CH:27]=[CH:26][C:25]([CH3:28])=[CH:24][CH:23]=1)[C:7]([O:9]C)=[O:8])([CH3:4])([CH3:3])[CH3:2].[F:29][C:30]1[CH:31]=[C:32]([CH:35]=[CH:36][C:37]=1[F:38])[CH2:33]Br. (2) Given the product [Cl:1][C:2]1[CH:3]=[CH:4][C:5]([C:23]#[N:24])=[C:6]([C:8]2[C:13]([O:14][CH3:15])=[CH:12][N:11]([CH:16]([CH2:20][CH3:21])[C:17]([NH:25][C:26]3[CH:34]=[C:33]4[C:29]([C:30](=[O:35])[NH:31][NH:32]4)=[C:28]([F:36])[CH:27]=3)=[O:19])[C:10](=[O:22])[CH:9]=2)[CH:7]=1, predict the reactants needed to synthesize it. The reactants are: [Cl:1][C:2]1[CH:3]=[CH:4][C:5]([C:23]#[N:24])=[C:6]([C:8]2[C:13]([O:14][CH3:15])=[CH:12][N:11]([CH:16]([CH2:20][CH3:21])[C:17]([OH:19])=O)[C:10](=[O:22])[CH:9]=2)[CH:7]=1.[NH2:25][C:26]1[CH:34]=[C:33]2[C:29]([C:30](=[O:35])[NH:31][NH:32]2)=[C:28]([F:36])[CH:27]=1. (3) Given the product [CH3:5][C:6]1[CH:11]2[CH2:12][CH:8]([CH2:9][CH2:10]2)[C:7]=1[CH2:13][CH:14]([OH:15])[C:1]#[CH:2], predict the reactants needed to synthesize it. The reactants are: [C:1]([Mg]Br)#[CH:2].[CH3:5][C:6]1[CH:11]2[CH2:12][CH:8]([CH2:9][CH2:10]2)[C:7]=1[CH2:13][CH:14]=[O:15].Cl. (4) The reactants are: [Cl:1][C:2]1[S:6][C:5]([S:7]([N:10]([S:22]([C:25]2[S:26][C:27]([Cl:30])=[CH:28][CH:29]=2)(=[O:24])=[O:23])[C:11]2[C:19]3[C:14](=[CH:15][CH:16]=[CH:17][C:18]=3[O:20][CH3:21])[NH:13][N:12]=2)(=[O:9])=[O:8])=[CH:4][CH:3]=1.[CH3:31][N:32]([CH3:44])[CH2:33][CH2:34][O:35][C:36]1[CH:37]=[C:38]([CH2:42]O)[CH:39]=[CH:40][CH:41]=1.C1(P(C2C=CC=CC=2)C2C=CC=CC=2)C=CC=CC=1.N(C(OC(C)(C)C)=O)=NC(OC(C)(C)C)=O. Given the product [Cl:30][C:27]1[S:26][C:25]([S:22]([N:10]([S:7]([C:5]2[S:6][C:2]([Cl:1])=[CH:3][CH:4]=2)(=[O:8])=[O:9])[C:11]2[C:19]3[C:14](=[CH:15][CH:16]=[CH:17][C:18]=3[O:20][CH3:21])[N:13]([CH2:42][C:38]3[CH:39]=[CH:40][CH:41]=[C:36]([O:35][CH2:34][CH2:33][N:32]([CH3:31])[CH3:44])[CH:37]=3)[N:12]=2)(=[O:23])=[O:24])=[CH:29][CH:28]=1, predict the reactants needed to synthesize it. (5) Given the product [CH2:29]([O:28][C:26](=[O:27])[CH2:25][O:17][C:8]1[CH:9]=[CH:10][C:11]([C:13]([F:15])([F:16])[F:14])=[CH:12][C:7]=1[CH:1]1[CH2:6][CH2:5][CH2:4][CH:3]=[CH:2]1)[CH3:30], predict the reactants needed to synthesize it. The reactants are: [CH:1]1([C:7]2[CH:12]=[C:11]([C:13]([F:16])([F:15])[F:14])[CH:10]=[CH:9][C:8]=2[OH:17])[CH2:6][CH2:5][CH2:4][CH:3]=[CH:2]1.C(=O)([O-])[O-].[Cs+].[Cs+].Br[CH2:25][C:26]([O:28][CH2:29][CH3:30])=[O:27].Cl. (6) The reactants are: Cl.I[C:3]1[CH:4]=[C:5]2[C:10](=[CH:11][CH:12]=1)[N:9]([CH2:13][CH:14]1[CH2:18][CH2:17][NH:16][CH2:15]1)[CH:8]=[C:7]([C:19]([O:21][CH2:22][CH3:23])=[O:20])[C:6]2=[O:24].[CH2:25]([NH:27][C:28]([NH:30][C:31]1[CH:36]=[C:35]([C:37]2[S:38][CH:39]=[C:40]([C:42]([F:45])([F:44])[F:43])[N:41]=2)[C:34](B2OC(C)(C)C(C)(C)O2)=[CH:33][N:32]=1)=[O:29])[CH3:26].C(=O)(O)[O-].[Na+]. Given the product [CH2:25]([NH:27][C:28](=[O:29])[NH:30][C:31]1[N:32]=[CH:33][C:34]([C:3]2[CH:4]=[C:5]3[C:10](=[CH:11][CH:12]=2)[N:9]([CH2:13][CH:14]2[CH2:18][CH2:17][NH:16][CH2:15]2)[CH:8]=[C:7]([C:19]([O:21][CH2:22][CH3:23])=[O:20])[C:6]3=[O:24])=[C:35]([C:37]2[S:38][CH:39]=[C:40]([C:42]([F:45])([F:44])[F:43])[N:41]=2)[CH:36]=1)[CH3:26], predict the reactants needed to synthesize it.